This data is from TCR-epitope binding with 47,182 pairs between 192 epitopes and 23,139 TCRs. The task is: Binary Classification. Given a T-cell receptor sequence (or CDR3 region) and an epitope sequence, predict whether binding occurs between them. (1) The epitope is EILDITPCSF. The TCR CDR3 sequence is CASSGVRQGTGELFF. Result: 1 (the TCR binds to the epitope). (2) The epitope is LLWNGPMAV. The TCR CDR3 sequence is CASSPRRTGYTGELFF. Result: 1 (the TCR binds to the epitope). (3) The epitope is NLNESLIDL. The TCR CDR3 sequence is CASSLDRGYNEQFF. Result: 0 (the TCR does not bind to the epitope). (4) Result: 1 (the TCR binds to the epitope). The epitope is LPAADLDDF. The TCR CDR3 sequence is CASSLVRGRDHEQFF. (5) The epitope is YIFFASFYY. The TCR CDR3 sequence is CAISELDRGHGYTF. Result: 0 (the TCR does not bind to the epitope). (6) Result: 1 (the TCR binds to the epitope). The epitope is RIFTIGTVTLK. The TCR CDR3 sequence is CASRATSGSGETQYF. (7) The epitope is LPAADLDDF. The TCR CDR3 sequence is CASSLASLNTEAFF. Result: 1 (the TCR binds to the epitope).